From a dataset of Forward reaction prediction with 1.9M reactions from USPTO patents (1976-2016). Predict the product of the given reaction. (1) Given the reactants Br[C:2]1[CH:3]=[C:4]([NH:10][C:11]2[CH:16]=[CH:15][C:14]([C:17]3[CH2:18][CH2:19][N:20]([CH:23]4[CH2:26][O:25][CH2:24]4)[CH2:21][CH:22]=3)=[CH:13][N:12]=2)[C:5](=[O:9])[N:6]([CH3:8])[CH:7]=1.[C:27]([O:30][CH2:31][C:32]1[C:33]([N:47]2[CH2:59][CH2:58][N:50]3[C:51]4[CH2:52][CH2:53][CH2:54][CH2:55][C:56]=4[CH:57]=[C:49]3[C:48]2=[O:60])=[N:34][CH:35]=[CH:36][C:37]=1B1OC(C)(C)C(C)(C)O1)(=[O:29])[CH3:28].[O-]P([O-])([O-])=O.[K+].[K+].[K+].C([O-])(=O)C.[Na+], predict the reaction product. The product is: [C:27]([O:30][CH2:31][C:32]1[C:33]([N:47]2[CH2:59][CH2:58][N:50]3[C:51]4[CH2:52][CH2:53][CH2:54][CH2:55][C:56]=4[CH:57]=[C:49]3[C:48]2=[O:60])=[N:34][CH:35]=[CH:36][C:37]=1[C:2]1[CH:3]=[C:4]([NH:10][C:11]2[CH:16]=[CH:15][C:14]([C:17]3[CH2:18][CH2:19][N:20]([CH:23]4[CH2:26][O:25][CH2:24]4)[CH2:21][CH:22]=3)=[CH:13][N:12]=2)[C:5](=[O:9])[N:6]([CH3:8])[CH:7]=1)(=[O:29])[CH3:28]. (2) Given the reactants [F:1][C:2]1[C:11]2[O:10][CH2:9][CH:8]([CH2:12]OS(C3C=CC(C)=CC=3)(=O)=O)[O:7][C:6]=2[CH:5]=[C:4]([S:24]([CH3:27])(=[O:26])=[O:25])[CH:3]=1.[NH:28]1[CH2:33][CH2:32][O:31][CH2:30][CH2:29]1, predict the reaction product. The product is: [F:1][C:2]1[C:11]2[O:10][CH2:9][CH:8]([CH2:12][N:28]3[CH2:33][CH2:32][O:31][CH2:30][CH2:29]3)[O:7][C:6]=2[CH:5]=[C:4]([S:24]([CH3:27])(=[O:25])=[O:26])[CH:3]=1.